This data is from Catalyst prediction with 721,799 reactions and 888 catalyst types from USPTO. The task is: Predict which catalyst facilitates the given reaction. (1) Reactant: FC(F)(F)C(O)=O.[Cl:8][C:9]1[C:10]([F:40])=[C:11]([CH:15]2[C:19]([C:22]3[CH:27]=[CH:26][C:25]([Cl:28])=[CH:24][C:23]=3[F:29])([C:20]#[N:21])[CH:18]([CH2:30][CH:31]3[CH2:36][CH2:35][O:34][CH2:33][CH2:32]3)[NH:17][CH:16]2[C:37]([OH:39])=O)[CH:12]=[CH:13][CH:14]=1.CC1(C)[O:46][C@@H:45]([CH2:47][CH2:48][NH2:49])[CH2:44][O:43]1.CN(C(ON1N=NC2C=CC=NC1=2)=[N+](C)C)C.F[P-](F)(F)(F)(F)F.CCN(C(C)C)C(C)C.Cl. Product: [OH:46][C@H:45]([CH2:44][OH:43])[CH2:47][CH2:48][NH:49][C:37]([CH:16]1[CH:15]([C:11]2[CH:12]=[CH:13][CH:14]=[C:9]([Cl:8])[C:10]=2[F:40])[C:19]([C:22]2[CH:27]=[CH:26][C:25]([Cl:28])=[CH:24][C:23]=2[F:29])([C:20]#[N:21])[CH:18]([CH2:30][CH:31]2[CH2:32][CH2:33][O:34][CH2:35][CH2:36]2)[NH:17]1)=[O:39]. The catalyst class is: 539. (2) Reactant: P(C(C)(C)C)(C(C)(C)C)C(C)(C)C.Br[C:15]1[CH:31]=[CH:30][C:18]2[N:19]([CH:24]3[CH2:28][CH2:27][N:26]([CH3:29])[CH2:25]3)[CH2:20][CH2:21][CH2:22][CH2:23][C:17]=2[CH:16]=1.[Li+].C[Si]([N-:37][Si](C)(C)C)(C)C.Cl.[OH-].[Na+]. Product: [CH3:29][N:26]1[CH2:27][CH2:28][CH:24]([N:19]2[CH2:20][CH2:21][CH2:22][CH2:23][C:17]3[CH:16]=[C:15]([NH2:37])[CH:31]=[CH:30][C:18]2=3)[CH2:25]1. The catalyst class is: 443. (3) Reactant: C(OC([N:8]1[CH2:13][CH2:12][N:11]([C:14]([O:16][CH2:17][C:18]2[CH:23]=[CH:22][CH:21]=[CH:20][CH:19]=2)=[O:15])[CH:10]([C:24](=[O:29])[N:25]([O:27][CH3:28])[CH3:26])[CH2:9]1)=O)(C)(C)C. Product: [CH2:17]([O:16][C:14]([N:11]1[CH2:12][CH2:13][NH:8][CH2:9][CH:10]1[C:24](=[O:29])[N:25]([O:27][CH3:28])[CH3:26])=[O:15])[C:18]1[CH:19]=[CH:20][CH:21]=[CH:22][CH:23]=1. The catalyst class is: 281. (4) Reactant: ClN1C=[C:6]([Cl:8])[N:5]=[CH:4][NH:3]1.C[CH2:10][N:11](C(C)C)C(C)C.[CH2:18]([N:25]1[C:33]2[C:28](=[CH:29][C:30]([NH2:34])=[CH:31][CH:32]=2)[CH:27]=[N:26]1)[C:19]1[CH:24]=[CH:23][CH:22]=[CH:21][CH:20]=1.CCOCC. Product: [CH2:18]([N:25]1[C:33]2[C:28](=[CH:29][C:30]([NH:34][C:10]3[N:11]=[C:6]([Cl:8])[N:5]=[CH:4][N:3]=3)=[CH:31][CH:32]=2)[CH:27]=[N:26]1)[C:19]1[CH:20]=[CH:21][CH:22]=[CH:23][CH:24]=1. The catalyst class is: 31. (5) Reactant: [F:1][C:2]1[CH:7]=[C:6]([C:8]2[CH:13]=[N:12][CH:11]=[C:10]3[N:14]([CH3:17])[N:15]=[CH:16][C:9]=23)[CH:5]=[CH:4][C:3]=1[NH2:18].[N:19]([C:22]1[CH:27]=[CH:26][CH:25]=[C:24]([C:28]([F:31])([F:30])[F:29])[CH:23]=1)=[C:20]=[O:21]. Product: [F:1][C:2]1[CH:7]=[C:6]([C:8]2[CH:13]=[N:12][CH:11]=[C:10]3[N:14]([CH3:17])[N:15]=[CH:16][C:9]=23)[CH:5]=[CH:4][C:3]=1[NH:18][C:20]([NH:19][C:22]1[CH:27]=[CH:26][CH:25]=[C:24]([C:28]([F:29])([F:30])[F:31])[CH:23]=1)=[O:21]. The catalyst class is: 2. (6) The catalyst class is: 11. Reactant: [B:1](OC(C)C)([O:6]C(C)C)[O:2]C(C)C.[Li][CH2:15][CH2:16][CH2:17][CH3:18].[CH2:19]1[CH2:23]O[CH2:21][CH2:20]1. Product: [CH:17]([C:16]1[CH:15]=[CH:23][C:19]([B:1]([OH:6])[OH:2])=[CH:20][CH:21]=1)=[CH2:18]. (7) Reactant: [Br:1][C:2]1[CH:3]=[C:4]([OH:8])[CH:5]=[N:6][CH:7]=1.C(=O)([O-])[O-].[K+].[K+].Br[CH2:16][C:17]1[CH:22]=[CH:21][CH:20]=[CH:19][CH:18]=1. Product: [CH2:16]([O:8][C:4]1[CH:5]=[N:6][CH:7]=[C:2]([Br:1])[CH:3]=1)[C:17]1[CH:22]=[CH:21][CH:20]=[CH:19][CH:18]=1. The catalyst class is: 3. (8) Reactant: [C:1](Cl)(=[O:4])[CH:2]=[CH2:3].[OH:6][CH2:7][CH2:8][CH2:9][CH2:10][CH2:11][CH2:12][O:13][C:14]1[CH:19]=[CH:18][C:17]([CH2:20][CH2:21][C:22]2[CH:27]=[CH:26][C:25]([OH:28])=[CH:24][CH:23]=2)=[CH:16][CH:15]=1.CN(C)C1C=CC=CC=1.C(OCC)C. Product: [C:1]([O:6][CH2:7][CH2:8][CH2:9][CH2:10][CH2:11][CH2:12][O:13][C:14]1[CH:19]=[CH:18][C:17]([CH2:20][CH2:21][C:22]2[CH:23]=[CH:24][C:25]([OH:28])=[CH:26][CH:27]=2)=[CH:16][CH:15]=1)(=[O:4])[CH:2]=[CH2:3]. The catalyst class is: 7. (9) Reactant: [H-].[Na+].[CH2:3]([O:10][CH2:11][CH:12]([OH:17])[CH2:13][CH2:14][CH2:15][OH:16])[C:4]1[CH:9]=[CH:8][CH:7]=[CH:6][CH:5]=1.[CH:18]([Si:21](Cl)([CH:25]([CH3:27])[CH3:26])[CH:22]([CH3:24])[CH3:23])([CH3:20])[CH3:19].C(OCC)(=O)C. Product: [CH2:3]([O:10][CH2:11][CH:12]([OH:17])[CH2:13][CH2:14][CH2:15][O:16][Si:21]([CH:25]([CH3:27])[CH3:26])([CH:22]([CH3:24])[CH3:23])[CH:18]([CH3:20])[CH3:19])[C:4]1[CH:9]=[CH:8][CH:7]=[CH:6][CH:5]=1. The catalyst class is: 30. (10) Product: [F:45][C:42]1[CH:43]=[CH:44][C:39]([C:6]2[N:7]=[CH:8][N:9]([C:11]([C:24]3[CH:29]=[CH:28][CH:27]=[CH:26][CH:25]=3)([C:12]3[CH:17]=[CH:16][CH:15]=[CH:14][CH:13]=3)[C:18]3[CH:19]=[CH:20][CH:21]=[CH:22][CH:23]=3)[CH:10]=2)=[N:40][CH:41]=1. The catalyst class is: 11. Reactant: C([Sn](CCCC)(CCCC)[C:6]1[N:7]=[CH:8][N:9]([C:11]([C:24]2[CH:29]=[CH:28][CH:27]=[CH:26][CH:25]=2)([C:18]2[CH:23]=[CH:22][CH:21]=[CH:20][CH:19]=2)[C:12]2[CH:17]=[CH:16][CH:15]=[CH:14][CH:13]=2)[CH:10]=1)CCC.Cl[C:39]1[CH:44]=[CH:43][C:42]([F:45])=[CH:41][N:40]=1.